This data is from Plasma protein binding rate (PPBR) regression data from AstraZeneca. The task is: Regression/Classification. Given a drug SMILES string, predict its absorption, distribution, metabolism, or excretion properties. Task type varies by dataset: regression for continuous measurements (e.g., permeability, clearance, half-life) or binary classification for categorical outcomes (e.g., BBB penetration, CYP inhibition). For this dataset (ppbr_az), we predict Y. The compound is COc1cccc(C(=O)N2C(C(=O)O)CSC2c2ccccc2Cl)c1. The Y is 98.6 %.